From a dataset of Peptide-MHC class II binding affinity with 134,281 pairs from IEDB. Regression. Given a peptide amino acid sequence and an MHC pseudo amino acid sequence, predict their binding affinity value. This is MHC class II binding data. (1) The peptide sequence is GDEQKLRSAGELELQFRRVK. The MHC is DRB1_0901 with pseudo-sequence DRB1_0901. The binding affinity (normalized) is 0.527. (2) The peptide sequence is VVIQDNSDIKVVPRRKAKII. The MHC is H-2-IAb with pseudo-sequence H-2-IAb. The binding affinity (normalized) is 0.163. (3) The peptide sequence is QTKIQYVIRAQLHVG. The MHC is DRB3_0301 with pseudo-sequence DRB3_0301. The binding affinity (normalized) is 0.519.